Dataset: Full USPTO retrosynthesis dataset with 1.9M reactions from patents (1976-2016). Task: Predict the reactants needed to synthesize the given product. (1) The reactants are: [NH2:1][CH:2]1[CH2:7][CH2:6][N:5]([CH2:8][CH2:9][N:10]2[C:19]3[C:14](=[CH:15][CH:16]=[C:17]([O:20][CH3:21])[CH:18]=3)[N:13]=[CH:12][C:11]2=[O:22])[CH2:4][CH2:3]1.[S:23]1[C:27]([CH:28]=O)=[CH:26][C:25]2[S:30][CH:31]=[CH:32][C:24]1=2.C(O[BH-](OC(=O)C)OC(=O)C)(=O)C.[Na+].C(=O)([O-])O.[Na+]. Given the product [S:23]1[C:27]([CH2:28][NH:1][CH:2]2[CH2:3][CH2:4][N:5]([CH2:8][CH2:9][N:10]3[C:19]4[C:14](=[CH:15][CH:16]=[C:17]([O:20][CH3:21])[CH:18]=4)[N:13]=[CH:12][C:11]3=[O:22])[CH2:6][CH2:7]2)=[CH:26][C:25]2[S:30][CH:31]=[CH:32][C:24]1=2, predict the reactants needed to synthesize it. (2) Given the product [N:18]1([CH2:17][C:8]2[CH:9]=[C:10]([C:13]([F:14])([F:15])[F:16])[CH:11]=[CH:12][C:7]=2[N:1]2[CH2:2][CH2:3][O:4][CH2:5][CH2:6]2)[CH2:19][CH2:20][NH:21][CH2:22][CH2:23]1, predict the reactants needed to synthesize it. The reactants are: [N:1]1([C:7]2[CH:12]=[CH:11][C:10]([C:13]([F:16])([F:15])[F:14])=[CH:9][C:8]=2[CH2:17][N:18]2[CH2:23][CH2:22][N:21](C(OC(C)(C)C)=O)[CH2:20][CH2:19]2)[CH2:6][CH2:5][O:4][CH2:3][CH2:2]1.FC(F)(F)C(O)=O. (3) Given the product [CH2:6]([NH:8][C@H:9]1[CH2:14][CH2:13][CH2:12][N:11]([C:15]([O:17][CH2:18][C:19]2[CH:24]=[CH:23][CH:22]=[CH:21][CH:20]=2)=[O:16])[CH2:10]1)[CH3:26], predict the reactants needed to synthesize it. The reactants are: C(O[C:6]([NH:8][C@H:9]1[CH2:14][CH2:13][CH2:12][N:11]([C:15]([O:17][CH2:18][C:19]2[CH:24]=[CH:23][CH:22]=[CH:21][CH:20]=2)=[O:16])[CH2:10]1)=O)(C)(C)C.O1CCOC[CH2:26]1.Cl.C([O-])([O-])=O.[Na+].[Na+]. (4) Given the product [CH2:1]([O:8][CH2:9][CH:10]1[O:14][CH2:13][CH2:12][O:11]1)[C:2]1[CH:7]=[CH:6][CH:5]=[CH:4][CH:3]=1, predict the reactants needed to synthesize it. The reactants are: [CH2:1]([O:8][CH2:9][CH:10]=[O:11])[C:2]1[CH:7]=[CH:6][CH:5]=[CH:4][CH:3]=1.[CH2:12](O)[CH2:13][OH:14].O.C1(C)C=CC(S(O)(=O)=O)=CC=1.[OH-].[Na+]. (5) The reactants are: Cl.[NH2:2][C:3]1[N:8]=[C:7]([NH2:9])[CH:6]=[C:5]([C:10]2[CH:18]=[CH:17][C:13]([C:14]([OH:16])=O)=[CH:12][CH:11]=2)[N:4]=1.Cl.[Cl:20][C:21]1[CH:37]=[CH:36][C:24](/[CH:25]=[CH:26]/[S:27]([N:30]2[CH2:35][CH2:34][NH:33][CH2:32][CH2:31]2)(=[O:29])=[O:28])=[CH:23][CH:22]=1. Given the product [ClH:20].[Cl:20][C:21]1[CH:22]=[CH:23][C:24](/[CH:25]=[CH:26]/[S:27]([N:30]2[CH2:35][CH2:34][N:33]([C:14](=[O:16])[C:13]3[CH:12]=[CH:11][C:10]([C:5]4[N:4]=[C:3]([NH2:2])[N:8]=[C:7]([NH2:9])[CH:6]=4)=[CH:18][CH:17]=3)[CH2:32][CH2:31]2)(=[O:28])=[O:29])=[CH:36][CH:37]=1, predict the reactants needed to synthesize it. (6) Given the product [Cl:11][C:12]1[C:17]([O:18][CH:19]([CH3:20])[CH3:21])=[C:16]([CH2:22][OH:23])[CH:15]=[C:14]([CH:26]2[CH2:28][CH2:27]2)[C:13]=1[C:29]1[CH:34]=[CH:33][C:32]([F:35])=[CH:31][C:30]=1[F:36], predict the reactants needed to synthesize it. The reactants are: [H-].C([Al+]CC(C)C)C(C)C.[Cl:11][C:12]1[C:17]([O:18][CH:19]([CH3:21])[CH3:20])=[C:16]([C:22](OC)=[O:23])[CH:15]=[C:14]([CH:26]2[CH2:28][CH2:27]2)[C:13]=1[C:29]1[CH:34]=[CH:33][C:32]([F:35])=[CH:31][C:30]=1[F:36].O.O.O.O.O.O.O.O.O.O.S([O-])([O-])(=O)=O.[Na+].[Na+]. (7) Given the product [CH3:40][O:41][C:42](=[O:65])[C:43]1[CH:48]=[CH:47][CH:46]=[CH:45][C:44]=1[NH:49][C:50]1[N:54]([C:55]2[CH:60]=[CH:59][C:58]([F:61])=[CH:57][C:56]=2[CH3:62])[N:53]=[C:52]([CH3:63])[C:51]=1[C:29]1[CH:28]=[C:27]2[C:22](=[C:21]([F:20])[CH:30]=1)[N:23]=[CH:24][CH:25]=[N:26]2, predict the reactants needed to synthesize it. The reactants are: C1(P(C2CCCCC2)C2CCCCC2)CCCCC1.[F:20][C:21]1[CH:30]=[C:29](B2OC(C)(C)C(C)(C)O2)[CH:28]=[C:27]2[C:22]=1[N:23]=[CH:24][CH:25]=[N:26]2.[CH3:40][O:41][C:42](=[O:65])[C:43]1[CH:48]=[CH:47][CH:46]=[CH:45][C:44]=1[NH:49][C:50]1[N:54]([C:55]2[CH:60]=[CH:59][C:58]([F:61])=[CH:57][C:56]=2[CH3:62])[N:53]=[C:52]([CH3:63])[C:51]=1Br.P([O-])([O-])([O-])=O.[K+].[K+].[K+]. (8) Given the product [Br:1][C:2]1[CH:7]=[C:6]([C:8]([F:10])([F:11])[F:9])[C:5]([O:12][CH3:13])=[CH:4][C:3]=1[CH2:14][Br:27], predict the reactants needed to synthesize it. The reactants are: [Br:1][C:2]1[CH:7]=[C:6]([C:8]([F:11])([F:10])[F:9])[C:5]([O:12][CH3:13])=[CH:4][C:3]=1[CH3:14].N(C(C)(C)C#N)=NC(C)(C)C#N.[Br:27]N1C(=O)CCC1=O.